From a dataset of Catalyst prediction with 721,799 reactions and 888 catalyst types from USPTO. Predict which catalyst facilitates the given reaction. Reactant: [Br:1][C:2]1[C:3]([F:9])=[C:4]([OH:8])[CH:5]=[CH:6][CH:7]=1.C(=O)([O-])[O-].[Na+].[Na+].[CH2:16](Br)[C:17]1[CH:22]=[CH:21][CH:20]=[CH:19][CH:18]=1.O. Product: [CH2:16]([O:8][C:4]1[CH:5]=[CH:6][CH:7]=[C:2]([Br:1])[C:3]=1[F:9])[C:17]1[CH:22]=[CH:21][CH:20]=[CH:19][CH:18]=1. The catalyst class is: 372.